Dataset: Forward reaction prediction with 1.9M reactions from USPTO patents (1976-2016). Task: Predict the product of the given reaction. (1) Given the reactants C(N(CC)CC)C.[CH3:8][C@H:9]1[NH:13][CH2:12][C@@H:11]([CH2:14][N:15]2[C:23]3[C:18](=[N:19][C:20]([C:24]4[CH:25]=[N:26][N:27]([CH:29]5[CH2:34][CH2:33][CH2:32][CH2:31][O:30]5)[CH:28]=4)=[CH:21][CH:22]=3)[CH:17]=[CH:16]2)[CH2:10]1.[C:35](Cl)(=[O:44])[CH2:36][CH2:37][C:38]1[CH:43]=[CH:42][CH:41]=[CH:40][CH:39]=1.C(=O)(O)[O-].[Na+], predict the reaction product. The product is: [CH3:8][C@H:9]1[CH2:10][C@@H:11]([CH2:14][N:15]2[C:23]3[C:18](=[N:19][C:20]([C:24]4[CH:25]=[N:26][N:27]([CH:29]5[CH2:34][CH2:33][CH2:32][CH2:31][O:30]5)[CH:28]=4)=[CH:21][CH:22]=3)[CH:17]=[CH:16]2)[CH2:12][N:13]1[C:35](=[O:44])[CH2:36][CH2:37][C:38]1[CH:43]=[CH:42][CH:41]=[CH:40][CH:39]=1. (2) Given the reactants [CH2:1]([N:3]1[CH2:8][CH2:7][N:6]([CH2:9][C:10]2[CH:15]=[CH:14][C:13]([NH:16][C:17]3[N:22]=[C:21]([C:23]4[C:24]([C:28]5[CH:33]=[CH:32][C:31]([CH3:34])=[CH:30][CH:29]=5)=[N:25][NH:26][CH:27]=4)[CH:20]=[CH:19][N:18]=3)=[CH:12][CH:11]=2)[CH2:5][CH2:4]1)[CH3:2].[CH3:35]N(C(OC)OC)C, predict the reaction product. The product is: [CH2:1]([N:3]1[CH2:4][CH2:5][N:6]([CH2:9][C:10]2[CH:11]=[CH:12][C:13]([NH:16][C:17]3[N:22]=[C:21]([C:23]4[C:24]([C:28]5[CH:29]=[CH:30][C:31]([CH3:34])=[CH:32][CH:33]=5)=[N:25][N:26]([CH3:35])[CH:27]=4)[CH:20]=[CH:19][N:18]=3)=[CH:14][CH:15]=2)[CH2:7][CH2:8]1)[CH3:2]. (3) Given the reactants [O:1]1[C:5]2[CH:6]=[CH:7][C:8]([O:10][CH2:11][CH2:12][CH2:13][NH:14][CH3:15])=[CH:9][C:4]=2[O:3][CH2:2]1.[O:16]=[C:17]([OH:29])[C@@H:18]([C@H:20]([C@H:22]([C@@H:24]([C:26]([OH:28])=[O:27])[OH:25])[OH:23])[OH:21])[OH:19].O, predict the reaction product. The product is: [O:16]=[C:17]([OH:29])[C@@H:18]([C@H:20]([C@H:22]([C@@H:24]([C:26]([OH:28])=[O:27])[OH:25])[OH:23])[OH:21])[OH:19].[O:1]1[C:5]2[CH:6]=[CH:7][C:8]([O:10][CH2:11][CH2:12][CH2:13][NH:14][CH3:15])=[CH:9][C:4]=2[O:3][CH2:2]1.[O:1]1[C:5]2[CH:6]=[CH:7][C:8]([O:10][CH2:11][CH2:12][CH2:13][NH:14][CH3:15])=[CH:9][C:4]=2[O:3][CH2:2]1. (4) Given the reactants [CH:1]1([N:5]2[C:9]3[N:10]=[C:11]([CH3:14])[N:12]=[CH:13][C:8]=3[C:7]([C:15]#[N:16])=[C:6]2[Sn](CCCC)(CCCC)CCCC)[CH2:4][CH2:3][CH2:2]1.Cl[C:31]1[N:36]=[CH:35][C:34]([S:37]([NH:40][C@H:41]([CH:43]2[CH2:45][CH2:44]2)[CH3:42])(=[O:39])=[O:38])=[CH:33][CH:32]=1, predict the reaction product. The product is: [C:15]([C:7]1[C:8]2[CH:13]=[N:12][C:11]([CH3:14])=[N:10][C:9]=2[N:5]([CH:1]2[CH2:2][CH2:3][CH2:4]2)[C:6]=1[C:31]1[N:36]=[CH:35][C:34]([S:37]([NH:40][C@H:41]([CH:43]2[CH2:45][CH2:44]2)[CH3:42])(=[O:39])=[O:38])=[CH:33][CH:32]=1)#[N:16]. (5) Given the reactants Cl.[F:2][C:3]1[CH:22]=[C:21]([N:23]2[CH:27]=[N:26][N:25]=[N:24]2)[CH:20]=[CH:19][C:4]=1[O:5][CH2:6][C:7]1[CH:11]=[N:10][N:9]([CH:12]2[CH2:17][CH2:16][NH:15][CH:14]([CH3:18])[CH2:13]2)[N:8]=1.CS([C:32]1[N:37]=[CH:36][C:35]([C:38]([F:41])([F:40])[F:39])=[CH:34][N:33]=1)(=O)=O, predict the reaction product. The product is: [F:2][C:3]1[CH:22]=[C:21]([N:23]2[CH:27]=[N:26][N:25]=[N:24]2)[CH:20]=[CH:19][C:4]=1[O:5][CH2:6][C:7]1[CH:11]=[N:10][N:9]([CH:12]2[CH2:17][CH2:16][N:15]([C:32]3[N:37]=[CH:36][C:35]([C:38]([F:41])([F:40])[F:39])=[CH:34][N:33]=3)[CH:14]([CH3:18])[CH2:13]2)[N:8]=1. (6) Given the reactants [ClH:1].[N:2]1([CH2:8][CH2:9][N:10]2[CH2:15][C:14]3[CH:16]=[C:17](/[CH:20]=[CH:21]/[C:22]([OH:24])=O)[CH:18]=[N:19][C:13]=3[NH:12][C:11]2=[O:25])[CH2:7][CH2:6][O:5][CH2:4][CH2:3]1.Cl.[CH3:27][N:28]1CC2C=C(/C=C/C(O)=O)C=NC=2NC(=O)C1.[CH2:45]([O:47][C:48]1[C:56]([O:57][CH3:58])=[CH:55][CH:54]=[CH:53][C:49]=1[CH2:50]CN)[CH3:46].CNCC1C=CC2C(=CC=CC=2)C=1CCC, predict the reaction product. The product is: [ClH:1].[CH2:45]([O:47][C:48]1[C:56]([O:57][CH3:58])=[CH:55][CH:54]=[CH:53][C:49]=1[CH2:50][N:28]([CH3:27])[C:22](=[O:24])/[CH:21]=[CH:20]/[C:17]1[CH:18]=[N:19][C:13]2[NH:12][C:11](=[O:25])[N:10]([CH2:9][CH2:8][N:2]3[CH2:3][CH2:4][O:5][CH2:6][CH2:7]3)[CH2:15][C:14]=2[CH:16]=1)[CH3:46]. (7) Given the reactants Cl[C:2]1[N:7]=[C:6]([C:8]#[N:9])[CH:5]=[CH:4][N:3]=1.CO.[ClH:12].[N:13]#[C:14][NH2:15].C(=O)(O)[O-].[Na+], predict the reaction product. The product is: [Cl:12][C:2]1[N:7]=[C:6]([C:8](=[NH:9])[NH:15][C:14]#[N:13])[CH:5]=[CH:4][N:3]=1. (8) The product is: [CH3:1][O:2][C:3]1[CH:19]=[CH:18][CH:17]=[CH:16][C:4]=1[C:5]1[NH:15][C:13](=[O:14])[C:9]2[S:10][CH:11]=[CH:12][C:8]=2[N:7]=1. Given the reactants [CH3:1][O:2][C:3]1[CH:19]=[CH:18][CH:17]=[CH:16][C:4]=1[C:5]([NH:7][C:8]1[CH:12]=[CH:11][S:10][C:9]=1[C:13]([NH2:15])=[O:14])=O.[OH-].[Na+].CCO, predict the reaction product. (9) The product is: [C:28]1([Si:8]([C:34]2[CH:39]=[CH:38][CH:37]=[CH:36][CH:35]=2)([C:4]2[CH:5]=[CH:6][CH:7]=[C:2]([B:43]3[O:44][C:45]([CH3:47])([CH3:46])[C:41]([CH3:57])([CH3:40])[O:42]3)[CH:3]=2)[C:9]2[CH:10]=[C:11]([N:15]3[C:27]4[CH:26]=[CH:25][CH:24]=[CH:23][C:22]=4[C:21]4[C:16]3=[CH:17][CH:18]=[CH:19][CH:20]=4)[CH:12]=[CH:13][CH:14]=2)[CH:33]=[CH:32][CH:31]=[CH:30][CH:29]=1. Given the reactants Br[C:2]1[CH:3]=[C:4]([Si:8]([C:34]2[CH:39]=[CH:38][CH:37]=[CH:36][CH:35]=2)([C:28]2[CH:33]=[CH:32][CH:31]=[CH:30][CH:29]=2)[C:9]2[CH:10]=[C:11]([N:15]3[C:27]4[CH:26]=[CH:25][CH:24]=[CH:23][C:22]=4[C:21]4[C:16]3=[CH:17][CH:18]=[CH:19][CH:20]=4)[CH:12]=[CH:13][CH:14]=2)[CH:5]=[CH:6][CH:7]=1.[CH3:40][C:41]1([CH3:57])[C:45]([CH3:47])([CH3:46])[O:44][B:43]([B:43]2[O:44][C:45]([CH3:47])([CH3:46])[C:41]([CH3:57])([CH3:40])[O:42]2)[O:42]1.C([O-])(=O)C.[K+], predict the reaction product.